The task is: Predict the product of the given reaction.. This data is from Forward reaction prediction with 1.9M reactions from USPTO patents (1976-2016). (1) Given the reactants [CH2:1]([O:3][C:4]([C:6]1([S:20]([C:23]2[CH:28]=[CH:27][C:26]([O:29][CH3:30])=[CH:25][CH:24]=2)(=[O:22])=[O:21])[CH2:11][CH2:10][N:9]([CH2:12][C:13]2[CH:18]=[CH:17][C:16](Br)=[CH:15][CH:14]=2)[CH2:8][CH2:7]1)=[O:5])[CH3:2].C([Sn](CCCC)(CCCC)[C:36]1[CH:41]=[CH:40][CH:39]=[CH:38][N:37]=1)CCC, predict the reaction product. The product is: [CH2:1]([O:3][C:4]([C:6]1([S:20]([C:23]2[CH:28]=[CH:27][C:26]([O:29][CH3:30])=[CH:25][CH:24]=2)(=[O:22])=[O:21])[CH2:11][CH2:10][N:9]([CH2:12][C:13]2[CH:18]=[CH:17][C:16]([C:36]3[CH:41]=[CH:40][CH:39]=[CH:38][N:37]=3)=[CH:15][CH:14]=2)[CH2:8][CH2:7]1)=[O:5])[CH3:2]. (2) Given the reactants [OH:1][C@H:2]1[CH2:7][CH2:6][C@@H:5]([NH:8][C:9]2[C:14]([C:15]#[N:16])=[CH:13][N:12]=[C:11](S(C)(=O)=O)[N:10]=2)[CH2:4][C:3]1([CH3:22])[CH3:21].[NH2:23][CH2:24][CH2:25][C:26]1[CH:31]=[C:30]([Cl:32])[CH:29]=[CH:28][C:27]=1[S:33]([NH2:36])(=[O:35])=[O:34].CCN(C(C)C)C(C)C, predict the reaction product. The product is: [Cl:32][C:30]1[CH:29]=[CH:28][C:27]([S:33]([NH2:36])(=[O:35])=[O:34])=[C:26]([CH2:25][CH2:24][NH:23][C:11]2[N:10]=[C:9]([NH:8][C@@H:5]3[CH2:6][CH2:7][C@H:2]([OH:1])[C:3]([CH3:21])([CH3:22])[CH2:4]3)[C:14]([C:15]#[N:16])=[CH:13][N:12]=2)[CH:31]=1. (3) The product is: [ClH:17].[CH2:1]([O:4][C:5]1[C:12]([O:13][CH3:14])=[CH:11][C:8]([CH2:9][C:21]2[C:30]3[C:25](=[C:26]([OH:34])[C:27]([O:31][CH2:32][CH3:33])=[CH:28][CH:29]=3)[CH:24]=[N:23][CH:22]=2)=[CH:7][C:6]=1[O:15][CH3:16])[CH:2]=[CH2:3]. Given the reactants [CH2:1]([O:4][C:5]1[C:12]([O:13][CH3:14])=[CH:11][C:8]([CH:9]=O)=[CH:7][C:6]=1[O:15][CH3:16])[CH:2]=[CH2:3].[ClH:17].C(O[CH:21](OCC)[CH2:22][NH:23][CH2:24][C:25]1[CH:30]=[CH:29][CH:28]=[C:27]([O:31][CH2:32][CH3:33])[C:26]=1[OH:34])C, predict the reaction product.